Task: Predict the reactants needed to synthesize the given product.. Dataset: Full USPTO retrosynthesis dataset with 1.9M reactions from patents (1976-2016) (1) Given the product [CH3:13][O:12][C:8]1[CH:9]=[C:10]2[C:5]([N:4]=[C:3]([CH3:14])[C:2](=[O:16])[NH:11]2)=[CH:6][CH:7]=1, predict the reactants needed to synthesize it. The reactants are: Cl[C:2]1[C:3]([CH3:14])=[N:4][C:5]2[C:10]([N:11]=1)=[CH:9][C:8]([O:12][CH3:13])=[CH:7][CH:6]=2.C(=O)([O-])[O-:16].[Na+].[Na+]. (2) Given the product [C:1]([C:3]1[CH:4]=[C:5]2[C:10](=[CH:11][C:12]=1[O:13][CH2:41][CH2:42][CH2:43][N:44]1[CH2:49][CH2:48][O:47][CH2:46][CH2:45]1)[N:9]=[CH:8][CH:7]=[C:6]2[O:14][C:15]1[CH:20]=[CH:19][C:18]([NH:21][C:22]([NH:24][C:25]2[CH:26]=[CH:27][C:28]([O:31][CH3:32])=[CH:29][CH:30]=2)=[O:23])=[CH:17][CH:16]=1)#[N:2], predict the reactants needed to synthesize it. The reactants are: [C:1]([C:3]1[CH:4]=[C:5]2[C:10](=[CH:11][C:12]=1[O-:13])[N:9]=[CH:8][CH:7]=[C:6]2[O:14][C:15]1[CH:20]=[CH:19][C:18]([NH:21][C:22]([NH:24][C:25]2[CH:30]=[CH:29][C:28]([O:31][CH3:32])=[CH:27][CH:26]=2)=[O:23])=[CH:17][CH:16]=1)#[N:2].[Na+].C(=O)([O-])[O-].[K+].[K+].Cl[CH2:41][CH2:42][CH2:43][N:44]1[CH2:49][CH2:48][O:47][CH2:46][CH2:45]1. (3) Given the product [CH3:26][CH2:25][O:24][C:22]([CH3:21])=[O:23].[CH3:2][CH2:3][CH2:4][CH:5]([CH3:8])[CH3:6].[CH3:13][O:12][C:10](=[O:11])[CH2:9][CH2:8][C:5]1[CH:4]=[CH:3][C:2]([O:1][CH2:21][C:22]([O:24][C:25]([CH3:28])([CH3:27])[CH3:26])=[O:23])=[CH:7][CH:6]=1, predict the reactants needed to synthesize it. The reactants are: [OH:1][C:2]1[CH:7]=[CH:6][C:5]([CH2:8][CH2:9][C:10]([O:12][CH3:13])=[O:11])=[CH:4][CH:3]=1.C(=O)([O-])[O-].[K+].[K+].Br[CH2:21][C:22]([O:24][C:25]([CH3:28])([CH3:27])[CH3:26])=[O:23]. (4) The reactants are: [CH2:1]([O:8][C:9]([N:11]1[CH2:17][C:16]2[CH:18]=[C:19](/[CH:22]=[CH:23]/[C:24]([O:26]C(C)(C)C)=[O:25])[CH:20]=[N:21][C:15]=2[NH:14][C:13](=[O:31])[CH2:12]1)=[O:10])[C:2]1[CH:7]=[CH:6][CH:5]=[CH:4][CH:3]=1.C(O)(C(F)(F)F)=O.C(Cl)[Cl:40]. Given the product [ClH:40].[CH2:1]([O:8][C:9]([N:11]1[CH2:17][C:16]2[CH:18]=[C:19](/[CH:22]=[CH:23]/[C:24]([OH:26])=[O:25])[CH:20]=[N:21][C:15]=2[NH:14][C:13](=[O:31])[CH2:12]1)=[O:10])[C:2]1[CH:7]=[CH:6][CH:5]=[CH:4][CH:3]=1, predict the reactants needed to synthesize it. (5) Given the product [C:1]1([C:13]2[CH:18]=[CH:17][CH:16]=[CH:15][CH:14]=2)[CH:6]=[CH:5][C:4]([C:7]2[N:11]=[C:10]([CH2:9][OH:8])[N:27]([C:23]3[CH:24]=[CH:25][CH:26]=[C:21]([C:20]([F:19])([F:29])[F:30])[CH:22]=3)[N:28]=2)=[CH:3][CH:2]=1, predict the reactants needed to synthesize it. The reactants are: [C:1]1([C:13]2[CH:18]=[CH:17][CH:16]=[CH:15][CH:14]=2)[CH:6]=[CH:5][C:4]([C:7]2[O:8][CH2:9][C:10](=O)[N:11]=2)=[CH:3][CH:2]=1.[F:19][C:20]([F:30])([F:29])[C:21]1[CH:22]=[C:23]([NH:27][NH2:28])[CH:24]=[CH:25][CH:26]=1. (6) Given the product [CH2:11]([O:13][C:14](=[O:23])[C:15]1[CH:20]=[CH:19][C:18]([Cl:21])=[C:17]([O:22][CH2:10][CH:9]=[CH2:8])[CH:16]=1)[CH3:12], predict the reactants needed to synthesize it. The reactants are: C([O-])([O-])=O.[K+].[K+].Br[CH2:8][CH:9]=[CH2:10].[CH2:11]([O:13][C:14](=[O:23])[C:15]1[CH:20]=[CH:19][C:18]([Cl:21])=[C:17]([OH:22])[CH:16]=1)[CH3:12]. (7) Given the product [CH2:30]([N:33]1[C:37](=[O:38])[C:36](=[CH:39][C:40]2[CH:41]=[CH:42][C:43]([CH2:44][NH:1][C:2]3[CH:7]=[CH:6][CH:5]=[C:4]([C:8]4[C:17]5[C:12](=[C:13]([C:18]([F:21])([F:19])[F:20])[CH:14]=[CH:15][CH:16]=5)[N:11]=[CH:10][C:9]=4[C:22](=[O:23])[C:24]4[CH:25]=[CH:26][CH:27]=[CH:28][CH:29]=4)[CH:3]=3)=[CH:46][CH:47]=2)[S:35][C:34]1=[S:48])[CH:31]=[CH2:32], predict the reactants needed to synthesize it. The reactants are: [NH2:1][C:2]1[CH:3]=[C:4]([C:8]2[C:17]3[C:12](=[C:13]([C:18]([F:21])([F:20])[F:19])[CH:14]=[CH:15][CH:16]=3)[N:11]=[CH:10][C:9]=2[C:22]([C:24]2[CH:29]=[CH:28][CH:27]=[CH:26][CH:25]=2)=[O:23])[CH:5]=[CH:6][CH:7]=1.[CH2:30]([N:33]1[C:37](=[O:38])[C:36](=[CH:39][C:40]2[CH:47]=[CH:46][C:43]([CH:44]=O)=[CH:42][CH:41]=2)[S:35][C:34]1=[S:48])[CH:31]=[CH2:32]. (8) Given the product [C:1]([O:5][C:6](=[O:23])[NH:7][CH:8]([C:15]1[CH:20]=[CH:19][C:18]([Cl:21])=[C:17]([Cl:22])[CH:16]=1)[C:9]([C:28]1[CH:27]=[CH:26][C:25]([Br:24])=[CH:30][C:29]=1[CH3:31])=[O:14])([CH3:2])([CH3:3])[CH3:4], predict the reactants needed to synthesize it. The reactants are: [C:1]([O:5][C:6](=[O:23])[NH:7][CH:8]([C:15]1[CH:20]=[CH:19][C:18]([Cl:21])=[C:17]([Cl:22])[CH:16]=1)[C:9](=[O:14])N(OC)C)([CH3:4])([CH3:3])[CH3:2].[Br:24][C:25]1[CH:26]=[CH:27][C:28](I)=[C:29]([CH3:31])[CH:30]=1.